From a dataset of Full USPTO retrosynthesis dataset with 1.9M reactions from patents (1976-2016). Predict the reactants needed to synthesize the given product. (1) Given the product [NH2:1][C:2]1[N:9]=[CH:8][C:7]([C:16]2[CH:17]=[CH:18][C:13]([O:12][CH3:11])=[CH:14][CH:15]=2)=[CH:6][C:3]=1[CH:4]=[O:5], predict the reactants needed to synthesize it. The reactants are: [NH2:1][C:2]1[N:9]=[CH:8][C:7](Br)=[CH:6][C:3]=1[CH:4]=[O:5].[CH3:11][O:12][C:13]1[CH:18]=[CH:17][C:16](B(O)O)=[CH:15][CH:14]=1.C(=O)([O-])[O-].[K+].[K+]. (2) Given the product [CH:19]1([CH2:18][O:17][C:15]2[CH:14]=[CH:13][C:11]3[N:12]=[C:8]([C:5]4[N:6]=[CH:7][C:2]([C:25]#[C:24][C@@H:23]([NH:26][C:27](=[O:33])[O:28][C:29]([CH3:32])([CH3:31])[CH3:30])[CH3:22])=[CH:3][CH:4]=4)[O:9][C:10]=3[CH:16]=2)[CH2:21][CH2:20]1, predict the reactants needed to synthesize it. The reactants are: Br[C:2]1[CH:3]=[CH:4][C:5]([C:8]2[O:9][C:10]3[CH:16]=[C:15]([O:17][CH2:18][CH:19]4[CH2:21][CH2:20]4)[CH:14]=[CH:13][C:11]=3[N:12]=2)=[N:6][CH:7]=1.[CH3:22][C@H:23]([NH:26][C:27](=[O:33])[O:28][C:29]([CH3:32])([CH3:31])[CH3:30])[C:24]#[CH:25].C(N(CC)CC)C.CN(C=O)C. (3) Given the product [NH2:7][C@H:8]([C:16]1[NH:35][C:19]2=[CH:20][C:21]3[C:22]([CH3:34])([CH3:33])[C:23](=[O:32])[N:24]([CH2:27][CH2:28][CH2:29][CH2:30][CH3:31])[C:25]=3[CH:26]=[C:18]2[N:17]=1)[CH2:9][C:10]1[CH:11]=[CH:12][CH:13]=[CH:14][CH:15]=1, predict the reactants needed to synthesize it. The reactants are: C(OC(=O)[NH:7][C@H:8]([C:16]1[NH:35][C:19]2=[CH:20][C:21]3[C:22]([CH3:34])([CH3:33])[C:23](=[O:32])[N:24]([CH2:27][CH2:28][CH2:29][CH2:30][CH3:31])[C:25]=3[CH:26]=[C:18]2[N:17]=1)[CH2:9][C:10]1[CH:15]=[CH:14][CH:13]=[CH:12][CH:11]=1)(C)(C)C.Cl. (4) Given the product [CH3:20][O:21][C:22]1[CH:27]=[CH:26][C:25]([S:28][C:2]2[C:3]([C:9]([NH:12][C:13]3[S:14][C:15]([CH3:19])=[C:16]([CH3:18])[N:17]=3)=[O:11])=[N:4][C:5]([S:29][C:30]3[NH:34][CH:33]=[N:32][N:31]=3)=[CH:6][CH:7]=2)=[CH:24][CH:23]=1, predict the reactants needed to synthesize it. The reactants are: Cl[C:2]1[C:3]([C:9]([OH:11])=O)=[N:4][C:5](Cl)=[CH:6][CH:7]=1.[NH2:12][C:13]1[S:14][C:15]([CH3:19])=[C:16]([CH3:18])[N:17]=1.[CH3:20][O:21][C:22]1[CH:27]=[CH:26][C:25]([SH:28])=[CH:24][CH:23]=1.[SH:29][C:30]1[N:34]=[CH:33][NH:32][N:31]=1. (5) Given the product [OH:14][C:13]1[N:12]([C:15]2[CH:23]=[CH:22][C:18]([C:19]([N:32]3[CH2:31][CH2:30][N:29]([CH2:34][CH2:35][CH3:36])[C@@H:28]([CH3:27])[CH2:33]3)=[O:20])=[CH:17][N:16]=2)[N:11]=[CH:10][C:9]=1[C:6]1[CH:7]=[CH:8][C:3]([C:1]#[N:2])=[CH:4][C:5]=1[CH3:24], predict the reactants needed to synthesize it. The reactants are: [C:1]([C:3]1[CH:8]=[CH:7][C:6]([C:9]2[CH:10]=[N:11][N:12]([C:15]3[CH:23]=[CH:22][C:18]([C:19](O)=[O:20])=[CH:17][N:16]=3)[C:13]=2[OH:14])=[C:5]([CH3:24])[CH:4]=1)#[N:2].Cl.Cl.[CH3:27][C@H:28]1[CH2:33][NH:32][CH2:31][CH2:30][N:29]1[CH2:34][CH2:35][CH3:36]. (6) Given the product [Br:35][CH2:13][C:3]1[C:2]([CH3:1])=[CH:6][N:5]([C:7]2[CH:12]=[CH:11][CH:10]=[CH:9][CH:8]=2)[N:4]=1, predict the reactants needed to synthesize it. The reactants are: [CH3:1][C:2]1[C:3]([CH2:13]O)=[N:4][N:5]([C:7]2[CH:12]=[CH:11][CH:10]=[CH:9][CH:8]=2)[CH:6]=1.C1(P(C2C=CC=CC=2)C2C=CC=CC=2)C=CC=CC=1.C(Br)(Br)(Br)[Br:35]. (7) The reactants are: Cl[C:2]1[N:3]=[CH:4][C:5]([C:13]([N:15]2[CH2:20][CH2:19][O:18][CH2:17][CH2:16]2)=[O:14])=[C:6]2[C:10]([CH3:11])=[CH:9][N:8]([CH3:12])[C:7]=12.[F:21][C:22]1[CH:23]=[C:24]([CH:26]=[C:27]([F:29])[CH:28]=1)[NH2:25]. Given the product [F:21][C:22]1[CH:23]=[C:24]([NH:25][C:2]2[N:3]=[CH:4][C:5]([C:13]([N:15]3[CH2:20][CH2:19][O:18][CH2:17][CH2:16]3)=[O:14])=[C:6]3[C:10]([CH3:11])=[CH:9][N:8]([CH3:12])[C:7]=23)[CH:26]=[C:27]([F:29])[CH:28]=1, predict the reactants needed to synthesize it.